From a dataset of Forward reaction prediction with 1.9M reactions from USPTO patents (1976-2016). Predict the product of the given reaction. The product is: [F:36][C:35]([F:38])([F:37])[C:23]([C:19]1[CH:20]=[CH:21][CH:22]=[C:17]([S:14]([N:11]2[CH2:12][CH2:13][N:8]([C:5]3[CH:6]=[CH:7][C:2]([F:1])=[CH:3][C:4]=3[C:27]([F:30])([F:29])[F:28])[CH2:9][C@H:10]2[CH3:26])(=[O:16])=[O:15])[CH:18]=1)([OH:25])[CH3:24]. Given the reactants [F:1][C:2]1[CH:7]=[CH:6][C:5]([N:8]2[CH2:13][CH2:12][N:11]([S:14]([C:17]3[CH:18]=[C:19]([C:23](=[O:25])[CH3:24])[CH:20]=[CH:21][CH:22]=3)(=[O:16])=[O:15])[C@H:10]([CH3:26])[CH2:9]2)=[C:4]([C:27]([F:30])([F:29])[F:28])[CH:3]=1.[Si]([C:35]([F:38])([F:37])[F:36])(C)(C)C.CCCC[N+](CCCC)(CCCC)CCCC.[F-], predict the reaction product.